From a dataset of Reaction yield outcomes from USPTO patents with 853,638 reactions. Predict the reaction yield, written as a fraction of the theoretical maximum amount of product (1.0 means a 100% yield; for example, 0.34 means a 34% yield). (1) The reactants are [O:1]=[C:2]1[C:10]2[C:6](=[C:7]([C:15]([O:17][CH2:18][CH3:19])=[O:16])[S:8][C:9]=2[S:11][CH2:12][CH2:13][CH3:14])[CH2:5][CH2:4][CH2:3]1.[Br:20]Br. The catalyst is C(Cl)(Cl)Cl. The product is [Br:20][CH:3]1[CH2:4][CH2:5][C:6]2=[C:7]([C:15]([O:17][CH2:18][CH3:19])=[O:16])[S:8][C:9]([S:11][CH2:12][CH2:13][CH3:14])=[C:10]2[C:2]1=[O:1]. The yield is 0.909. (2) The reactants are [CH2:1]([O:5][C:6]1[C:15]2[C:10](=[CH:11][CH:12]=[C:13]([O:16][CH2:17][CH3:18])[CH:14]=2)[C:9](=[O:19])[N:8]([CH2:20][C:21]([CH3:24])([CH3:23])[CH3:22])[C:7]=1[CH2:25]O)[CH2:2][CH2:3][CH3:4].S(Cl)([Cl:29])=O.C(=O)([O-])O.[Na+]. The catalyst is O1CCCC1.C1(C)C=CC=CC=1. The product is [CH2:1]([O:5][C:6]1[C:15]2[C:10](=[CH:11][CH:12]=[C:13]([O:16][CH2:17][CH3:18])[CH:14]=2)[C:9](=[O:19])[N:8]([CH2:20][C:21]([CH3:24])([CH3:23])[CH3:22])[C:7]=1[CH2:25][Cl:29])[CH2:2][CH2:3][CH3:4]. The yield is 0.911. (3) The reactants are [Cl-].[NH4+].[Cl:3][C:4]1[CH:9]=[CH:8][C:7]([CH:10]([NH:23][C:24](=[O:30])[O:25][C:26]([CH3:29])([CH3:28])[CH3:27])[CH2:11][CH2:12][NH:13][C:14](OC2C=CC=CC=2)=[O:15])=[CH:6][CH:5]=1.C([N:33](CC)CC)C. The catalyst is CN(C=O)C. The product is [Cl:3][C:4]1[CH:9]=[CH:8][C:7]([CH:10]([NH:23][C:24](=[O:30])[O:25][C:26]([CH3:29])([CH3:28])[CH3:27])[CH2:11][CH2:12][NH:13][C:14]([NH2:33])=[O:15])=[CH:6][CH:5]=1. The yield is 1.00. (4) The reactants are C(O[C:4](=O)[CH:5]([F:11])[C:6]([O:8][CH2:9][CH3:10])=[O:7])C.C1COCC1.[H-].[Na+].C(OC(=O)/C=C/[C:26]1[CH:31]=[CH:30][C:29]([N:32]2[CH:36]=[C:35]([CH3:37])[N:34]=[CH:33]2)=[C:28]([O:38][CH3:39])[CH:27]=1)C. The catalyst is O.C(OCC)(=O)C. The product is [CH2:9]([O:8][C:6](=[O:7])/[C:5](/[F:11])=[CH:4]\[C:26]1[CH:31]=[CH:30][C:29]([N:32]2[CH:36]=[C:35]([CH3:37])[N:34]=[CH:33]2)=[C:28]([O:38][CH3:39])[CH:27]=1)[CH3:10]. The yield is 0.560.